This data is from Reaction yield outcomes from USPTO patents with 853,638 reactions. The task is: Predict the reaction yield, written as a fraction of the theoretical maximum amount of product (1.0 means a 100% yield; for example, 0.34 means a 34% yield). (1) The reactants are C([O:4][CH2:5][C:6]1[C:7]([N:27]2[N:36]=[CH:35][C:34]3[C:29](=[C:30]([F:41])[CH:31]=[C:32]([C:37]([CH3:40])([CH3:39])[CH3:38])[CH:33]=3)[C:28]2=[O:42])=[N:8][CH:9]=[CH:10][C:11]=1[C:12]1[CH:17]=[C:16]([NH:18][C:19]2[N:20]=[CH:21][N:22]([CH3:24])[CH:23]=2)[C:15](=[O:25])[N:14]([CH3:26])[CH:13]=1)(=O)C.O.[OH-].[Li+]. The catalyst is C(O)(C)C.C1COCC1.O. The product is [C:37]([C:32]1[CH:33]=[C:34]2[C:29](=[C:30]([F:41])[CH:31]=1)[C:28](=[O:42])[N:27]([C:7]1[C:6]([CH2:5][OH:4])=[C:11]([C:12]3[CH:17]=[C:16]([NH:18][C:19]4[N:20]=[CH:21][N:22]([CH3:24])[CH:23]=4)[C:15](=[O:25])[N:14]([CH3:26])[CH:13]=3)[CH:10]=[CH:9][N:8]=1)[N:36]=[CH:35]2)([CH3:40])([CH3:38])[CH3:39]. The yield is 0.444. (2) The reactants are [CH3:1][C:2]([OH:41])([CH2:4][CH2:5][CH2:6][S:7]([N:10]1[CH2:15][CH2:14][C:13]([C:16]2[CH:40]=[CH:39][C:19]3[N:20]=[C:21]([CH2:23][CH:24]4[CH2:29][CH2:28][N:27]([C:30]5[N:35]=[CH:34][C:33]([CH2:36][CH2:37][CH3:38])=[CH:32][N:31]=5)[CH2:26][CH2:25]4)[S:22][C:18]=3[CH:17]=2)=[CH:12][CH2:11]1)(=[O:9])=[O:8])[CH3:3]. The catalyst is CCOC(C)=O.[Pd]. The product is [CH3:1][C:2]([OH:41])([CH2:4][CH2:5][CH2:6][S:7]([N:10]1[CH2:15][CH2:14][CH:13]([C:16]2[CH:40]=[CH:39][C:19]3[N:20]=[C:21]([CH2:23][CH:24]4[CH2:29][CH2:28][N:27]([C:30]5[N:31]=[CH:32][C:33]([CH2:36][CH2:37][CH3:38])=[CH:34][N:35]=5)[CH2:26][CH2:25]4)[S:22][C:18]=3[CH:17]=2)[CH2:12][CH2:11]1)(=[O:9])=[O:8])[CH3:3]. The yield is 0.480. (3) The reactants are C([C@H]1COC(=O)N1[C:14](=[O:29])[CH2:15][C@@H:16]([C:21]1[CH:26]=[CH:25][C:24]([Cl:27])=[C:23]([F:28])[CH:22]=1)[CH2:17][N+:18]([O-])=O)C1C=CC=CC=1. The catalyst is CCOC(C)=O.CCO.[Ni]. The product is [Cl:27][C:24]1[CH:25]=[CH:26][C:21]([C@H:16]2[CH2:17][NH:18][C:14](=[O:29])[CH2:15]2)=[CH:22][C:23]=1[F:28]. The yield is 0.508.